From a dataset of CYP2D6 inhibition data for predicting drug metabolism from PubChem BioAssay. Regression/Classification. Given a drug SMILES string, predict its absorption, distribution, metabolism, or excretion properties. Task type varies by dataset: regression for continuous measurements (e.g., permeability, clearance, half-life) or binary classification for categorical outcomes (e.g., BBB penetration, CYP inhibition). Dataset: cyp2d6_veith. (1) The molecule is CNc1ncncc1-c1ccccc1CN(C)C. The result is 0 (non-inhibitor). (2) The molecule is O=C(O)C1C2C=CC3(CN(Cc4ccccn4)C(=O)C13)O2. The result is 0 (non-inhibitor). (3) The molecule is CCN1C(=O)C2(SC(NC(C)=O)=NN2C(C)=O)c2cc(C)ccc21. The result is 0 (non-inhibitor). (4) The drug is O=C(Nc1ccc(-c2cc3ccccc3oc2=O)c(Cl)c1)c1cccnc1. The result is 0 (non-inhibitor). (5) The compound is Cc1ccccc1-c1cncnc1NCc1cccnc1. The result is 1 (inhibitor). (6) The molecule is COc1cccc(Cn2c(=O)c(C)nc3cnc(Oc4cccc(Cl)c4)nc32)c1. The result is 0 (non-inhibitor).